This data is from Reaction yield outcomes from USPTO patents with 853,638 reactions. The task is: Predict the reaction yield, written as a fraction of the theoretical maximum amount of product (1.0 means a 100% yield; for example, 0.34 means a 34% yield). (1) The product is [S:2]([N:12]1[C:16]2=[N:17][CH:18]=[C:19]([CH2:21][NH:22][C:45]([C@@H:41]3[CH2:42][CH2:43][CH2:44][N:39]([C:32]([O:34][C:35]([CH3:38])([CH3:37])[CH3:36])=[O:33])[CH2:40]3)=[O:46])[N:20]=[C:15]2[CH:14]=[CH:13]1)([C:5]1[CH:6]=[CH:7][C:8]([CH3:9])=[CH:10][CH:11]=1)(=[O:3])=[O:4]. The yield is 0.940. The catalyst is C(Cl)Cl.O. The reactants are Cl.[S:2]([N:12]1[C:16]2=[N:17][CH:18]=[C:19]([CH2:21][NH2:22])[N:20]=[C:15]2[CH:14]=[CH:13]1)([C:5]1[CH:11]=[CH:10][C:8]([CH3:9])=[CH:7][CH:6]=1)(=[O:4])=[O:3].CCN(C(C)C)C(C)C.[C:32]([N:39]1[CH2:44][CH2:43][CH2:42][C@@H:41]([C:45](O)=[O:46])[CH2:40]1)([O:34][C:35]([CH3:38])([CH3:37])[CH3:36])=[O:33].CN(C(ON1N=NC2C=CC=NC1=2)=[N+](C)C)C.F[P-](F)(F)(F)(F)F. (2) The reactants are [OH:1][C:2]1[CH:7]=[CH:6][C:5]([CH2:8][CH2:9][N:10]2[C:18]3[N:17]=[C:16]([C:19]45[CH2:26][CH2:25][C:22]([C:27]([OH:29])=[O:28])([CH2:23][CH2:24]4)[CH2:21][CH2:20]5)[NH:15][C:14]=3[C:13](=[O:30])[N:12]([CH2:31][CH2:32][CH3:33])[C:11]2=[O:34])=[CH:4][CH:3]=1.[OH-].[Na+].[I:37]I. The catalyst is O.C(O)C. The product is [OH:1][C:2]1[CH:7]=[CH:6][C:5]([CH2:8][CH2:9][N:10]2[C:18]3[N:17]=[C:16]([C:19]45[CH2:20][CH2:21][C:22]([C:27]([OH:29])=[O:28])([CH2:25][CH2:26]4)[CH2:23][CH2:24]5)[NH:15][C:14]=3[C:13](=[O:30])[N:12]([CH2:31][CH2:32][CH3:33])[C:11]2=[O:34])=[CH:4][C:3]=1[I:37]. The yield is 0.200. (3) The reactants are C(N(CC)C(C)C)(C)C.[CH3:10][C:11]1[O:12][C:13]([CH3:19])=[CH:14][C:15]=1[C:16](Cl)=[O:17].[OH:20]/[N:21]=[C:22](\[NH2:30])/[C:23]1[CH:28]=[CH:27][C:26]([CH3:29])=[CH:25][CH:24]=1. The catalyst is C1COCC1. The product is [CH3:10][C:11]1[O:12][C:13]([CH3:19])=[CH:14][C:15]=1[C:16]([O:20]/[N:21]=[C:22](\[NH2:30])/[C:23]1[CH:28]=[CH:27][C:26]([CH3:29])=[CH:25][CH:24]=1)=[O:17]. The yield is 0.880.